From a dataset of Full USPTO retrosynthesis dataset with 1.9M reactions from patents (1976-2016). Predict the reactants needed to synthesize the given product. (1) Given the product [F:1][C:2]1[CH:7]=[CH:6][CH:5]=[CH:4][C:3]=1[C:8]1[NH:12][CH:11]=[C:10]([CH:13]=[O:18])[CH:9]=1, predict the reactants needed to synthesize it. The reactants are: [F:1][C:2]1[CH:7]=[CH:6][CH:5]=[CH:4][C:3]=1[C:8]1[NH:12][CH:11]=[C:10]([C:13]#N)[CH:9]=1.C1C[O:18]CC1.C(O)(=O)C. (2) Given the product [CH2:20]([O:1][C:2]1[C:11]2[C:6](=[CH:7][C:8]([O:16][CH2:13][CH3:22])=[CH:9][CH:10]=2)[CH:5]=[CH:4][CH:3]=1)[CH3:21], predict the reactants needed to synthesize it. The reactants are: [OH:1][C:2]1[C:11]2[C:6](=[CH:7][C:8](O)=[CH:9][CH:10]=2)[CH:5]=[CH:4][CH:3]=1.[C:13](=[O:16])([O-])[O-].[K+].[K+].I[CH2:20][CH3:21].[CH3:22]N(C)C=O. (3) The reactants are: C(=O)([O-])[O-].[K+].[K+].[C:7]([CH2:10][CH2:11][C@@H:12]1[C:17](=[O:18])[NH:16][C:15]2[CH:19]=[C:20]([CH2:23][C@H:24]([NH:30][C:31]([O:33][CH2:34][C:35]([CH3:38])([CH3:37])[CH3:36])=[O:32])[C:25]([O:27][CH2:28][CH3:29])=[O:26])[CH:21]=[CH:22][C:14]=2[O:13]1)(O)=[O:8].S(O)(O)(=O)=O.[NH2:44][C:45]1[NH:46][CH:47]=[CH:48][N:49]=1.CN(C(ON1N=NC2C=CC=CC1=2)=[N+](C)C)C.[B-](F)(F)(F)F.C1C=CC2N(O)N=NC=2C=1. Given the product [CH3:38][C:35]([CH3:36])([CH3:37])[CH2:34][O:33][C:31]([NH:30][C@@H:24]([CH2:23][C:20]1[CH:21]=[CH:22][C:14]2[O:13][C@H:12]([CH2:11][CH2:10][C:7](=[O:8])[NH:44][C:45]3[NH:46][CH:47]=[CH:48][N:49]=3)[C:17](=[O:18])[NH:16][C:15]=2[CH:19]=1)[C:25]([O:27][CH2:28][CH3:29])=[O:26])=[O:32], predict the reactants needed to synthesize it. (4) The reactants are: [CH:1]([N:14]1[C:22]2[C:17](=[CH:18][C:19]([Cl:23])=[CH:20][CH:21]=2)[C:16]([CH2:24][CH2:25][S:26]([C:29]2[CH:38]=[CH:37][C:32]([C:33]([O:35]C)=[O:34])=[CH:31][CH:30]=2)(=[O:28])=[O:27])=[C:15]1[CH2:39][CH2:40][NH:41][S:42]([CH2:45][C:46]1[CH:51]=[CH:50][C:49]([Cl:52])=[C:48]([Cl:53])[CH:47]=1)(=[O:44])=[O:43])([C:8]1[CH:13]=[CH:12][CH:11]=[CH:10][CH:9]=1)[C:2]1[CH:7]=[CH:6][CH:5]=[CH:4][CH:3]=1.C1COCC1.[OH-].[Na+]. Given the product [CH:1]([N:14]1[C:22]2[C:17](=[CH:18][C:19]([Cl:23])=[CH:20][CH:21]=2)[C:16]([CH2:24][CH2:25][S:26]([C:29]2[CH:38]=[CH:37][C:32]([C:33]([OH:35])=[O:34])=[CH:31][CH:30]=2)(=[O:28])=[O:27])=[C:15]1[CH2:39][CH2:40][NH:41][S:42]([CH2:45][C:46]1[CH:51]=[CH:50][C:49]([Cl:52])=[C:48]([Cl:53])[CH:47]=1)(=[O:43])=[O:44])([C:2]1[CH:3]=[CH:4][CH:5]=[CH:6][CH:7]=1)[C:8]1[CH:13]=[CH:12][CH:11]=[CH:10][CH:9]=1, predict the reactants needed to synthesize it. (5) Given the product [CH2:17]([N:19]1[CH:23]=[C:22]([CH2:24][N:25]([C:26]2[CH:27]=[CH:28][C:29]([CH:32]([CH3:33])[CH3:34])=[CH:30][CH:31]=2)[C:14]([CH:11]2[C:12]3[C:7](=[CH:6][CH:5]=[C:4]([CH:1]([CH3:2])[CH3:3])[CH:13]=3)[CH2:8][CH2:9][CH2:10]2)=[O:16])[CH:21]=[N:20]1)[CH3:18], predict the reactants needed to synthesize it. The reactants are: [CH:1]([C:4]1[CH:13]=[C:12]2[C:7]([CH2:8][CH2:9][CH2:10][CH:11]2[C:14]([OH:16])=O)=[CH:6][CH:5]=1)([CH3:3])[CH3:2].[CH2:17]([N:19]1[CH:23]=[C:22]([CH2:24][NH:25][C:26]2[CH:31]=[CH:30][C:29]([CH:32]([CH3:34])[CH3:33])=[CH:28][CH:27]=2)[CH:21]=[N:20]1)[CH3:18]. (6) The reactants are: [Cl-].[Al+3].[Cl-].[Cl-].[Cl:5][C:6]1[CH:14]=[CH:13][C:9]([C:10](Cl)=[O:11])=[CH:8][C:7]=1[S:15](=[O:18])(=[O:17])[NH2:16].[C:19]1([O:25][CH3:26])[CH:24]=[CH:23][CH:22]=[CH:21][CH:20]=1. Given the product [Cl:5][C:6]1[CH:14]=[CH:13][C:9]([C:10](=[O:11])[C:22]2[CH:23]=[CH:24][C:19]([O:25][CH3:26])=[CH:20][CH:21]=2)=[CH:8][C:7]=1[S:15]([NH2:16])(=[O:18])=[O:17], predict the reactants needed to synthesize it.